This data is from Full USPTO retrosynthesis dataset with 1.9M reactions from patents (1976-2016). The task is: Predict the reactants needed to synthesize the given product. (1) Given the product [CH3:1][O:2][C:3]1[C:8]([OH:9])=[N:16][CH:15]=[N:17][CH:4]=1, predict the reactants needed to synthesize it. The reactants are: [CH3:1][O:2]/[C:3](=[CH:8]/[O:9]C)/[C:4](OC)=O.C(O)(=O)C.[CH:15]([NH2:17])=[NH:16].O.CC(O)=O. (2) Given the product [CH3:8][C:6]1[C:5]([C:9]([F:12])([F:11])[F:10])=[CH:4][C:3]([N+:13]([O-:15])=[O:14])=[C:2]([CH:7]=1)[C:17]#[N:18], predict the reactants needed to synthesize it. The reactants are: Br[C:2]1[CH:7]=[C:6]([CH3:8])[C:5]([C:9]([F:12])([F:11])[F:10])=[CH:4][C:3]=1[N+:13]([O-:15])=[O:14].[Cu][C:17]#[N:18].Cl. (3) Given the product [O:11]([C:18]1[CH:19]=[CH:20][C:21]([O:24][C:2]2[C:3]3[N:10]([CH2:34][CH2:33][CH2:32][NH:31][C:30](=[O:36])[CH:37]=[CH2:38])[CH:9]=[CH:8][C:4]=3[N:5]=[CH:6][N:7]=2)=[CH:22][CH:23]=1)[C:12]1[CH:17]=[CH:16][CH:15]=[CH:14][CH:13]=1, predict the reactants needed to synthesize it. The reactants are: Cl[C:2]1[C:3]2[NH:10][CH:9]=[CH:8][C:4]=2[N:5]=[CH:6][N:7]=1.[O:11]([C:18]1[CH:23]=[CH:22][C:21]([OH:24])=[CH:20][CH:19]=1)[C:12]1[CH:17]=[CH:16][CH:15]=[CH:14][CH:13]=1.C(O[C:30](=[O:36])[NH:31][CH2:32][CH2:33][CH2:34]I)(C)(C)C.[C:37](O)(=O)[CH:38]=C.